Dataset: Catalyst prediction with 721,799 reactions and 888 catalyst types from USPTO. Task: Predict which catalyst facilitates the given reaction. (1) Reactant: [NH2:1][C:2]1[CH:6]=[CH:5][O:4][N:3]=1.[I:7][C:8]1[C:13]([O:14][CH3:15])=[CH:12][C:11]([C:16]2[C:25]3[C:20](=[CH:21][C:22]([S:26](OC4C(F)=C(F)C(F)=C(F)C=4F)(=[O:28])=[O:27])=[CH:23][CH:24]=3)[CH:19]=[CH:18][N:17]=2)=[C:10]([CH3:41])[CH:9]=1.[Li+].C[Si]([N-][Si](C)(C)C)(C)C. Product: [I:7][C:8]1[C:13]([O:14][CH3:15])=[CH:12][C:11]([C:16]2[C:25]3[C:20](=[CH:21][C:22]([S:26]([NH:1][C:2]4[CH:6]=[CH:5][O:4][N:3]=4)(=[O:27])=[O:28])=[CH:23][CH:24]=3)[CH:19]=[CH:18][N:17]=2)=[C:10]([CH3:41])[CH:9]=1. The catalyst class is: 1. (2) Reactant: [N+:1]([C:4]1[CH:28]=[CH:27][C:26]([O:29][C:30]([F:33])([F:32])[F:31])=[CH:25][C:5]=1[C:6]([NH:8][CH2:9][C:10]([NH:12][C@@H:13]1[CH2:17][CH2:16][N:15](CC2C=CC=CC=2)[CH2:14]1)=[O:11])=[O:7])([O-])=O.[H][H].[N+]([O-])(O)=O. Product: [NH2:1][C:4]1[CH:28]=[CH:27][C:26]([O:29][C:30]([F:33])([F:31])[F:32])=[CH:25][C:5]=1[C:6]([NH:8][CH2:9][C:10]([NH:12][C@@H:13]1[CH2:17][CH2:16][NH:15][CH2:14]1)=[O:11])=[O:7]. The catalyst class is: 63. (3) Reactant: [C:1]12([CH:8]=O)[CH2:7][CH:6]1[CH2:5][CH2:4][CH2:3][CH2:2]2.[CH3:10]/C(/[O-])=C(/P(OC)(OC)=O)\[N+]#N.C(=O)([O-])[O-].[K+].[K+].CCOCC. The catalyst class is: 5. Product: [C:8]([C:1]12[CH2:7][CH:6]1[CH2:5][CH2:4][CH2:3][CH2:2]2)#[CH:10]. (4) Reactant: F[B-](F)(F)F.[O:6]=[N+:7]=[O:8].[Cl:9][C:10]1[NH:11][CH:12]=[CH:13][N:14]=1.C(=O)([O-])O.[Na+].Cl. Product: [Cl:9][C:10]1[NH:11][CH:12]=[C:13]([N+:7]([O-:8])=[O:6])[N:14]=1. The catalyst class is: 463. (5) Reactant: [NH2:1][CH2:2][C@@H:3]1[C@H:7]2[O:8][C:9]([CH3:12])([CH3:11])[O:10][C@H:6]2[C@H:5]([N:13]2[CH:21]=[N:20][C:19]3[C:14]2=[N:15][CH:16]=[N:17][C:18]=3[NH2:22])[O:4]1.[CH:23](=O)[CH3:24].[BH-](OC(C)=O)(OC(C)=O)OC(C)=O.[Na+].C([O-])(O)=O.[Na+]. Product: [CH2:23]([NH:1][CH2:2][C@@H:3]1[C@H:7]2[O:8][C:9]([CH3:12])([CH3:11])[O:10][C@H:6]2[C@H:5]([N:13]2[CH:21]=[N:20][C:19]3[C:14]2=[N:15][CH:16]=[N:17][C:18]=3[NH2:22])[O:4]1)[CH3:24]. The catalyst class is: 26.